From a dataset of Full USPTO retrosynthesis dataset with 1.9M reactions from patents (1976-2016). Predict the reactants needed to synthesize the given product. Given the product [CH3:8][S:9]([N:7]1[CH2:6][CH2:5][N:4]=[C:3]1[S:2][CH3:1])(=[O:11])=[O:10], predict the reactants needed to synthesize it. The reactants are: [CH3:1][S:2][C:3]1[NH:4][CH2:5][CH2:6][N:7]=1.[CH3:8][S:9](Cl)(=[O:11])=[O:10].